This data is from Catalyst prediction with 721,799 reactions and 888 catalyst types from USPTO. The task is: Predict which catalyst facilitates the given reaction. (1) Reactant: [Cl:1][C:2]1[CH:10]=[CH:9][CH:8]=[C:7]2[C:3]=1[C:4]([C:11]([NH:13][CH2:14][CH:15]1[CH2:20][CH:19]([CH3:21])[CH2:18][C:17]([F:23])([F:22])[CH2:16]1)=[O:12])=[CH:5][NH:6]2.O[CH2:25][CH:26]1[CH2:30][CH2:29][CH2:28][N:27]1[C:31]([O:33][C:34]([CH3:37])([CH3:36])[CH3:35])=[O:32].C(C=P(CCCC)(CCCC)CCCC)#N. Product: [C:34]([O:33][C:31]([N:27]1[CH2:28][CH2:29][CH2:30][CH:26]1[CH2:25][N:6]1[C:7]2[C:3](=[C:2]([Cl:1])[CH:10]=[CH:9][CH:8]=2)[C:4]([C:11](=[O:12])[NH:13][CH2:14][CH:15]2[CH2:20][CH:19]([CH3:21])[CH2:18][C:17]([F:22])([F:23])[CH2:16]2)=[CH:5]1)=[O:32])([CH3:37])([CH3:35])[CH3:36]. The catalyst class is: 11. (2) Reactant: [Br:1][C:2]1[CH:7]=[CH:6][CH:5]=[CH:4][C:3]=1[S:8](Cl)(=[O:10])=[O:9].[C:12]([NH2:16])([CH3:15])([CH3:14])[CH3:13]. Product: [Br:1][C:2]1[CH:7]=[CH:6][CH:5]=[CH:4][C:3]=1[S:8]([NH:16][C:12]([CH3:15])([CH3:14])[CH3:13])(=[O:10])=[O:9]. The catalyst class is: 2.